Dataset: Reaction yield outcomes from USPTO patents with 853,638 reactions. Task: Predict the reaction yield, written as a fraction of the theoretical maximum amount of product (1.0 means a 100% yield; for example, 0.34 means a 34% yield). The reactants are C(O[C:9](=O)[NH:10][C@@H:11]([C:21]1[CH:26]=[CH:25][CH:24]=[CH:23][CH:22]=1)[C:12]([N:14]1[CH2:18][CH2:17][C:16]([F:20])([F:19])[CH2:15]1)=O)C1C=CC=CC=1.[H-].[Al+3].[Li+].[H-].[H-].[H-].C(=O)([O-])[O-].[Na+].[Na+]. The catalyst is O1CCCC1. The product is [F:20][C:16]1([F:19])[CH2:17][CH2:18][N:14]([CH2:12][C@H:11]([C:21]2[CH:26]=[CH:25][CH:24]=[CH:23][CH:22]=2)[NH:10][CH3:9])[CH2:15]1. The yield is 0.850.